This data is from Forward reaction prediction with 1.9M reactions from USPTO patents (1976-2016). The task is: Predict the product of the given reaction. (1) Given the reactants [CH3:1][CH:2]([CH3:33])[C:3]([NH:5][C:6]1[CH:11]=[CH:10][CH:9]=[C:8]([CH:12]2[CH2:17][CH2:16][N:15]([CH2:18][CH2:19][CH2:20][CH2:21][C:22]([C:24]3[CH:29]=[CH:28][C:27]([N+:30]([O-:32])=[O:31])=[CH:26][CH:25]=3)=O)[CH2:14][CH2:13]2)[CH:7]=1)=[O:4].Cl.[F:35][C:36]([F:47])([F:46])[O:37][C:38]1[CH:43]=[CH:42][C:41]([NH:44][NH2:45])=[CH:40][CH:39]=1, predict the reaction product. The product is: [CH3:1][CH:2]([CH3:33])[C:3]([NH:5][C:6]1[CH:11]=[CH:10][CH:9]=[C:8]([CH:12]2[CH2:17][CH2:16][N:15]([CH2:18][CH2:19][CH2:20][CH2:21]/[C:22](/[C:24]3[CH:29]=[CH:28][C:27]([N+:30]([O-:32])=[O:31])=[CH:26][CH:25]=3)=[N:45]\[NH:44][C:41]3[CH:42]=[CH:43][C:38]([O:37][C:36]([F:35])([F:47])[F:46])=[CH:39][CH:40]=3)[CH2:14][CH2:13]2)[CH:7]=1)=[O:4]. (2) Given the reactants [CH:1]1([N:4]([CH2:12][C:13]2[CH:14]=[C:15]([CH2:23][OH:24])[CH:16]=[C:17]3[C:22]=2[N:21]=[CH:20][CH:19]=[CH:18]3)[C:5](=[O:11])[O:6][C:7]([CH3:10])([CH3:9])[CH3:8])[CH2:3][CH2:2]1.C(=O)(O)[O-].[Na+], predict the reaction product. The product is: [CH:1]1([N:4]([CH2:12][C:13]2[CH:14]=[C:15]([CH:23]=[O:24])[CH:16]=[C:17]3[C:22]=2[N:21]=[CH:20][CH:19]=[CH:18]3)[C:5](=[O:11])[O:6][C:7]([CH3:9])([CH3:10])[CH3:8])[CH2:2][CH2:3]1. (3) Given the reactants [CH:1]([N:4]1[CH2:9][CH2:8][CH:7]([O:10][C:11]2[CH:19]=[CH:18][C:17]3[N:16]4[C@H:20]([CH3:25])[CH2:21][NH:22][C:23](=[O:24])[C:15]4=[CH:14][C:13]=3[CH:12]=2)[CH2:6][CH2:5]1)([CH3:3])[CH3:2].[CH2:26](Br)[CH3:27].[H-].[Na+], predict the reaction product. The product is: [CH2:26]([N:22]1[CH2:21][C@@H:20]([CH3:25])[N:16]2[C:17]3[CH:18]=[CH:19][C:11]([O:10][CH:7]4[CH2:8][CH2:9][N:4]([CH:1]([CH3:3])[CH3:2])[CH2:5][CH2:6]4)=[CH:12][C:13]=3[CH:14]=[C:15]2[C:23]1=[O:24])[CH3:27]. (4) Given the reactants C(O)(=O)C.O.[Br:6][C:7]1[CH:12]=[C:11]([O:13][C:14]2[CH:19]=[CH:18][C:17]([O:20][CH3:21])=[CH:16][CH:15]=2)[C:10]([N+:22]([O-])=O)=[CH:9][C:8]=1[F:25], predict the reaction product. The product is: [Br:6][C:7]1[C:8]([F:25])=[CH:9][C:10]([NH2:22])=[C:11]([O:13][C:14]2[CH:15]=[CH:16][C:17]([O:20][CH3:21])=[CH:18][CH:19]=2)[CH:12]=1. (5) Given the reactants Br[C:2]1[C:7]2[O:8][C@@H:9]([CH2:12][O:13][S:14]([C:17]3[CH:22]=[CH:21][C:20]([CH3:23])=[CH:19][CH:18]=3)(=[O:16])=[O:15])[CH2:10][O:11][C:6]=2[CH:5]=[CH:4][CH:3]=1.[F:24][C:25]1[CH:30]=[CH:29][C:28](B(O)O)=[C:27]([O:34][CH3:35])[CH:26]=1, predict the reaction product. The product is: [F:24][C:25]1[CH:30]=[CH:29][C:28]([C:2]2[C:7]3[O:8][C@@H:9]([CH2:12][O:13][S:14]([C:17]4[CH:18]=[CH:19][C:20]([CH3:23])=[CH:21][CH:22]=4)(=[O:15])=[O:16])[CH2:10][O:11][C:6]=3[CH:5]=[CH:4][CH:3]=2)=[C:27]([O:34][CH3:35])[CH:26]=1. (6) Given the reactants C[O:2][C:3]1[CH:8]=[C:7]([O:9]C)[N:6]=[C:5]([N:11]2[CH2:16][CH2:15][O:14][CH2:13][C@@H:12]2[CH3:17])[N:4]=1.[I-].[Na+].[Si](Cl)(C)(C)C.S(=O)(=O)(O)[O-].[Na+], predict the reaction product. The product is: [CH3:17][C@H:12]1[CH2:13][O:14][CH2:15][CH2:16][N:11]1[C:5]1[N:4]=[C:3]([OH:2])[CH:8]=[C:7]([OH:9])[N:6]=1. (7) Given the reactants Cl[C:2]1[CH:10]=[C:9]([N+:11]([O-:13])=[O:12])[CH:8]=[CH:7][C:3]=1[C:4]([OH:6])=[O:5].[F:14][C:15]1[CH:21]=[CH:20][C:18]([NH2:19])=[CH:17][CH:16]=1.CN1CCOCC1, predict the reaction product. The product is: [F:14][C:15]1[CH:21]=[CH:20][C:18]([NH:19][C:2]2[CH:10]=[C:9]([N+:11]([O-:13])=[O:12])[CH:8]=[CH:7][C:3]=2[C:4]([OH:6])=[O:5])=[CH:17][CH:16]=1.